This data is from Full USPTO retrosynthesis dataset with 1.9M reactions from patents (1976-2016). The task is: Predict the reactants needed to synthesize the given product. (1) Given the product [CH3:43][S:44]([OH:47])(=[O:46])=[O:45].[Cl:1][C:2]1[CH:3]=[C:4]([NH:16][C:17]2[C:26]3[C:21](=[CH:22][C:23]([O:38][CH2:39][CH3:40])=[C:24]([NH:27][C:28](=[O:37])/[CH:29]=[CH:30]/[C@H:31]4[CH2:35][CH2:34][CH2:33][N:32]4[CH3:36])[CH:25]=3)[N:20]=[CH:19][C:18]=2[C:41]#[N:42])[CH:5]=[CH:6][C:7]=1[O:8][CH2:9][C:10]1[CH:15]=[CH:14][CH:13]=[CH:12][N:11]=1, predict the reactants needed to synthesize it. The reactants are: [Cl:1][C:2]1[CH:3]=[C:4]([NH:16][C:17]2[C:26]3[C:21](=[CH:22][C:23]([O:38][CH2:39][CH3:40])=[C:24]([NH:27][C:28](=[O:37])/[CH:29]=[CH:30]/[C@H:31]4[CH2:35][CH2:34][CH2:33][N:32]4[CH3:36])[CH:25]=3)[N:20]=[CH:19][C:18]=2[C:41]#[N:42])[CH:5]=[CH:6][C:7]=1[O:8][CH2:9][C:10]1[CH:15]=[CH:14][CH:13]=[CH:12][N:11]=1.[CH3:43][S:44]([OH:47])(=[O:46])=[O:45].C(OCC)C. (2) Given the product [F:1][C:2]1[C:11]2[C:6](=[CH:7][CH:8]=[CH:9][CH:10]=2)[C:5]([CH:12]([C:26]2[CH:31]=[CH:30][C:29]([O:32][CH3:33])=[CH:28][CH:27]=2)[C@@H:13]([C:17]2[CH:25]=[CH:24][C:20]([C:21]([NH:53][CH2:52][CH2:51][C:50]([O:49][CH2:47][CH3:48])=[O:54])=[O:22])=[CH:19][CH:18]=2)[CH2:14][CH2:15][CH3:16])=[CH:4][CH:3]=1, predict the reactants needed to synthesize it. The reactants are: [F:1][C:2]1[C:11]2[C:6](=[CH:7][CH:8]=[CH:9][CH:10]=2)[C:5]([CH:12]([C:26]2[CH:31]=[CH:30][C:29]([O:32][CH3:33])=[CH:28][CH:27]=2)[C@@H:13]([C:17]2[CH:25]=[CH:24][C:20]([C:21](O)=[O:22])=[CH:19][CH:18]=2)[CH2:14][CH2:15][CH3:16])=[CH:4][CH:3]=1.C1N=CN(C(N2C=NC=C2)=O)C=1.Cl.[CH2:47]([O:49][C:50](=[O:54])[CH2:51][CH2:52][NH2:53])[CH3:48]. (3) Given the product [CH:21]1([N:16]2[CH2:15][C:14]3([CH2:24][CH2:25][N:11]([S:8]([C:5]4[CH:6]=[CH:7][C:2]([C:33]5[CH:34]=[C:35]6[C:30]([CH:29]=[CH:28][CH:27]=[N:26]6)=[CH:31][CH:32]=5)=[CH:3][CH:4]=4)(=[O:10])=[O:9])[CH2:12][CH2:13]3)[O:19][CH2:18][C:17]2=[O:20])[CH2:23][CH2:22]1, predict the reactants needed to synthesize it. The reactants are: Br[C:2]1[CH:7]=[CH:6][C:5]([S:8]([N:11]2[CH2:25][CH2:24][C:14]3([O:19][CH2:18][C:17](=[O:20])[N:16]([CH:21]4[CH2:23][CH2:22]4)[CH2:15]3)[CH2:13][CH2:12]2)(=[O:10])=[O:9])=[CH:4][CH:3]=1.[N:26]1[C:35]2[C:30](=[CH:31][CH:32]=[C:33](B(O)O)[CH:34]=2)[CH:29]=[CH:28][CH:27]=1.C(=O)([O-])[O-].[K+].[K+]. (4) Given the product [Cl:8][C:5]1[CH:6]=[CH:7][C:2]2[NH:1][C:18](=[O:19])[O:14][C:9]([CH3:15])([C:10]([F:13])([F:11])[F:12])[C:3]=2[CH:4]=1, predict the reactants needed to synthesize it. The reactants are: [NH2:1][C:2]1[CH:7]=[CH:6][C:5]([Cl:8])=[CH:4][C:3]=1[C:9](=[O:14])[C:10]([F:13])([F:12])[F:11].[CH3:15][Mg]Br.[C:18](N1C=CN=C1)(N1C=CN=C1)=[O:19]. (5) Given the product [CH2:21]([N:17]1[C:18]2[C:14](=[CH:13][C:12]([C:9]3[CH:10]=[CH:11][C:6]([O:5][CH2:4][C:3]([OH:39])=[O:2])=[CH:7][CH:8]=3)=[CH:20][CH:19]=2)[C:15]([CH2:34][CH2:35][CH2:36][CH2:37][CH3:38])=[C:16]1[C:28]1[CH:29]=[CH:30][CH:31]=[CH:32][CH:33]=1)[C:22]1[CH:23]=[CH:24][CH:25]=[CH:26][CH:27]=1, predict the reactants needed to synthesize it. The reactants are: C[O:2][C:3](=[O:39])[CH2:4][O:5][C:6]1[CH:11]=[CH:10][C:9]([C:12]2[CH:13]=[C:14]3[C:18](=[CH:19][CH:20]=2)[N:17]([CH2:21][C:22]2[CH:27]=[CH:26][CH:25]=[CH:24][CH:23]=2)[C:16]([C:28]2[CH:33]=[CH:32][CH:31]=[CH:30][CH:29]=2)=[C:15]3[CH2:34][CH2:35][CH2:36][CH2:37][CH3:38])=[CH:8][CH:7]=1.[OH-].[K+]. (6) The reactants are: C([N:4]1[CH2:9][CH:8]2[CH2:10][CH2:11][C:5]1([C@@H:12]([C:14]1[CH:19]=[CH:18][CH:17]=[CH:16][CH:15]=1)[NH2:13])[CH2:6][CH2:7]2)C=C.CN1CC2CCC1(C(C1C=CC=CC=1)N)CC2.[CH3:37][C:38]1[CH:46]=[CH:45][CH:44]=[C:43]([CH3:47])[C:39]=1[C:40](O)=[O:41].ClC1C=C(Cl)C=CC=1C(O)=O.Cl. Given the product [C:5]12([C@@H:12]([C:14]3[CH:19]=[CH:18][CH:17]=[CH:16][CH:15]=3)[NH:13][C:40](=[O:41])[C:39]3[C:43]([CH3:47])=[CH:44][CH:45]=[CH:46][C:38]=3[CH3:37])[CH2:11][CH2:10][CH:8]([CH2:7][CH2:6]1)[CH2:9][NH:4]2, predict the reactants needed to synthesize it.